From a dataset of Reaction yield outcomes from USPTO patents with 853,638 reactions. Predict the reaction yield, written as a fraction of the theoretical maximum amount of product (1.0 means a 100% yield; for example, 0.34 means a 34% yield). (1) The reactants are [N:1]1([C:6]2[CH:13]=[CH:12][C:11]([C:14]([F:17])([F:16])[F:15])=[CH:10][C:7]=2[CH:8]=O)[CH:5]=[CH:4][CH:3]=[N:2]1.[NH2:18][C:19]1[N:24]=[CH:23][C:22]([C:25]2[CH:26]=[C:27]([NH2:36])[C:28]([NH:31][C:32]([CH3:35])([CH3:34])[CH3:33])=[CH:29][CH:30]=2)=[CH:21][N:20]=1.OOS([O-])=O.[K+]. The catalyst is O. The product is [C:32]([N:31]1[C:28]2[CH:29]=[CH:30][C:25]([C:22]3[CH:21]=[N:20][C:19]([NH2:18])=[N:24][CH:23]=3)=[CH:26][C:27]=2[N:36]=[C:8]1[C:7]1[CH:10]=[C:11]([C:14]([F:17])([F:16])[F:15])[CH:12]=[CH:13][C:6]=1[N:1]1[CH:5]=[CH:4][CH:3]=[N:2]1)([CH3:35])([CH3:33])[CH3:34]. The yield is 0.220. (2) The reactants are F[C:2]1[CH:7]=[C:6]([N+:8]([O-:10])=[O:9])[CH:5]=[CH:4][C:3]=1[C:11]([F:14])([F:13])[F:12].[CH3:15][N:16]1[CH2:20][CH2:19][C@@H:18]([OH:21])[CH2:17]1.[H-].[Na+]. The catalyst is O1CCCC1.CO.CCOC(C)=O. The product is [CH3:15][N:16]1[CH2:20][CH2:19][C@@H:18]([O:21][C:2]2[CH:7]=[C:6]([N+:8]([O-:10])=[O:9])[CH:5]=[CH:4][C:3]=2[C:11]([F:14])([F:13])[F:12])[CH2:17]1. The yield is 0.460. (3) The reactants are [C:1]([OH:6])(=[O:5])[C:2]([CH3:4])=[O:3].[CH2:7](O)[CH2:8][CH2:9][CH2:10][CH2:11][CH2:12][CH2:13][CH3:14]. The catalyst is O.C1(C)C=CC(S(O)(=O)=O)=CC=1.C1(C)C=CC=CC=1. The product is [C:1]([O:6][CH2:7][CH2:8][CH2:9][CH2:10][CH2:11][CH2:12][CH2:13][CH3:14])(=[O:5])[C:2]([CH3:4])=[O:3]. The yield is 0.760. (4) The reactants are [CH3:1][N:2]([CH3:11])[C:3]1[CH:10]=[CH:9][C:6]([CH:7]=O)=[CH:5][CH:4]=1.[C:12]1([CH2:18][C:19]([NH2:21])=[O:20])[CH:17]=[CH:16][CH:15]=[CH:14][CH:13]=1.C[Si](Cl)(C)C. The catalyst is ClCCCl. The product is [CH3:1][N:2]([CH3:11])[C:3]1[CH:10]=[CH:9][C:6]([CH:7]([NH:21][C:19](=[O:20])[CH2:18][C:12]2[CH:17]=[CH:16][CH:15]=[CH:14][CH:13]=2)[NH:21][C:19](=[O:20])[CH2:18][C:12]2[CH:17]=[CH:16][CH:15]=[CH:14][CH:13]=2)=[CH:5][CH:4]=1. The yield is 0.350. (5) The reactants are [C:1]1([C:21]2[CH:26]=[CH:25][CH:24]=[CH:23][CH:22]=2)[CH:6]=[CH:5][C:4]([C:7]([N:9]2[CH2:13][C:12](=[N:14][O:15][CH3:16])[CH2:11][C@H:10]2[C:17](=[N:19][OH:20])[NH2:18])=[O:8])=[CH:3][CH:2]=1.[CH3:27][N:28]([CH3:34])[CH2:29][CH2:30][C:31](O)=O. No catalyst specified. The product is [CH3:16][O:15][N:14]=[C:12]1[CH2:11][C@@H:10]([C:17]2[N:18]=[C:31]([CH2:30][CH2:29][N:28]([CH3:34])[CH3:27])[O:20][N:19]=2)[N:9]([C:7]([C:4]2[CH:3]=[CH:2][C:1]([C:21]3[CH:26]=[CH:25][CH:24]=[CH:23][CH:22]=3)=[CH:6][CH:5]=2)=[O:8])[CH2:13]1. The yield is 0.250. (6) The reactants are [NH2:1][C:2]1[CH:7]=[C:6]([F:8])[C:5]([F:9])=[CH:4][C:3]=1[S:10]([NH2:13])(=[O:12])=[O:11].[Cl:14][C:15]1[C:16]([Cl:25])=[C:17]([S:21](Cl)(=[O:23])=[O:22])[CH:18]=[CH:19][CH:20]=1. The product is [Cl:25][C:16]1[C:15]([Cl:14])=[CH:20][CH:19]=[CH:18][C:17]=1[S:21]([NH:1][C:2]1[CH:7]=[C:6]([F:8])[C:5]([F:9])=[CH:4][C:3]=1[S:10](=[O:12])(=[O:11])[NH2:13])(=[O:23])=[O:22]. The yield is 0.540. The catalyst is N1C=CC=CC=1. (7) The reactants are [C:1]([O:5][C:6]([N:8]1[CH2:12][CH2:11][C@H:10]([NH:13][C:14]2[C:15]3[CH2:23][N:22](CC4C=CC=CC=4)[CH2:21][CH2:20][C:16]=3[N:17]=[CH:18][N:19]=2)[CH2:9]1)=[O:7])([CH3:4])([CH3:3])[CH3:2].C([O-])=O.C([NH+](CC)CC)C. The catalyst is CO.[OH-].[OH-].[Pd+2]. The product is [C:1]([O:5][C:6]([N:8]1[CH2:12][CH2:11][C@H:10]([NH:13][C:14]2[C:15]3[CH2:23][NH:22][CH2:21][CH2:20][C:16]=3[N:17]=[CH:18][N:19]=2)[CH2:9]1)=[O:7])([CH3:4])([CH3:2])[CH3:3]. The yield is 0.850. (8) The product is [NH2:11][C:10]1[CH:9]=[CH:8][C:5]([C:6]#[N:7])=[CH:4][C:3]=1[NH:21][CH2:20][CH2:19][CH:14]1[CH2:18][CH2:17][CH2:16][CH2:15]1. The yield is 0.180. The reactants are CO[C:3]1[CH:4]=[C:5]([CH:8]=[CH:9][C:10]=1[N+:11]([O-])=O)[C:6]#[N:7].[CH:14]1([CH2:19][CH2:20][NH2:21])[CH2:18][CH2:17][CH2:16][CH2:15]1. The catalyst is CS(C)=O.C(OCC)(=O)C. (9) The reactants are [O:1]1[CH2:6][CH2:5][CH:4]([C:7]([O:9]C)=O)[CH2:3][CH2:2]1.[NH3:11]. No catalyst specified. The product is [O:1]1[CH2:6][CH2:5][CH:4]([C:7]([NH2:11])=[O:9])[CH2:3][CH2:2]1. The yield is 0.746. (10) The reactants are [NH2:1][C:2]1[CH:7]=[CH:6][CH:5]=[CH:4][N:3]=1.CCN=C=NCCCN(C)C.Cl.[Cl:20][C:21]([F:26])([F:25])[C:22](O)=[O:23]. The catalyst is ClCCl.CN(C1C=CN=CC=1)C. The product is [Cl:20][C:21]([F:26])([F:25])[C:22]([N:1]=[C:2]1[CH:7]=[CH:6][CH:5]=[CH:4][NH:3]1)=[O:23]. The yield is 0.240.